From a dataset of Peptide-MHC class II binding affinity with 134,281 pairs from IEDB. Regression. Given a peptide amino acid sequence and an MHC pseudo amino acid sequence, predict their binding affinity value. This is MHC class II binding data. (1) The peptide sequence is ECQVQTAVDFGNSYI. The MHC is DRB1_0301 with pseudo-sequence DRB1_0301. The binding affinity (normalized) is 0.206. (2) The peptide sequence is YALFYKLDVVPIDNDNTSY. The MHC is DRB1_0701 with pseudo-sequence DRB1_0701. The binding affinity (normalized) is 0.794. (3) The peptide sequence is KKMTTTFTNYMVDMFLA. The MHC is HLA-DQA10201-DQB10301 with pseudo-sequence HLA-DQA10201-DQB10301. The binding affinity (normalized) is 0.689. (4) The peptide sequence is GDSYIIVGRGDSRLT. The MHC is DRB1_1101 with pseudo-sequence DRB1_1101. The binding affinity (normalized) is 0.386. (5) The peptide sequence is AMSKVRKDISEWQPS. The MHC is DRB3_0101 with pseudo-sequence DRB3_0101. The binding affinity (normalized) is 0.403. (6) The peptide sequence is VRVDMVRHRIKEHML. The MHC is DRB3_0101 with pseudo-sequence DRB3_0101. The binding affinity (normalized) is 0.